Dataset: Forward reaction prediction with 1.9M reactions from USPTO patents (1976-2016). Task: Predict the product of the given reaction. (1) Given the reactants N1C=CC=C([O:7][C:8]([N:10]2[CH2:15][CH2:14][CH:13]([C:16]([OH:18])=O)[CH2:12][CH2:11]2)=[O:9])C=1.O[N:20]1[C:24]2C=[CH:26][CH:27]=[CH:28][C:23]=2N=N1.[CH:29]1[CH:34]=[CH:33][C:32]([C:35]([NH:37][NH2:38])=[O:36])=[CH:31][CH:30]=1.C(N=C=NCCCN(C)C)C, predict the reaction product. The product is: [N:20]1[CH:26]=[CH:27][CH:28]=[C:23]([CH:15]2[CH2:14][CH:13]([C:16]([NH:38][NH:37][C:35](=[O:36])[C:32]3[CH:33]=[CH:34][CH:29]=[CH:30][CH:31]=3)=[O:18])[CH2:12][CH2:11][N:10]2[C:8]([OH:7])=[O:9])[CH:24]=1. (2) Given the reactants O[CH:2]([C:7]1[C:16]2[C:15](=[O:17])[N:14]([CH2:18][CH2:19][CH2:20][O:21][CH:22]3CCCC[O:23]3)[C:13](=[O:28])[N:12]([CH3:29])[C:11]=2[N:10]=[CH:9][C:8]=1[C:30]1[CH:35]=[CH:34][CH:33]=[CH:32][C:31]=1[CH:36]([CH3:38])[CH3:37])[CH2:3][CH:4]([CH3:6])[CH3:5], predict the reaction product. The product is: [CH:22]([O:21][CH2:20][CH2:19][CH2:18][N:14]1[C:15](=[O:17])[C:16]2[C:7]([CH2:2][CH2:3][CH:4]([CH3:6])[CH3:5])=[C:8]([C:30]3[CH:35]=[CH:34][CH:33]=[CH:32][C:31]=3[CH:36]([CH3:38])[CH3:37])[CH:9]=[N:10][C:11]=2[N:12]([CH3:29])[C:13]1=[O:28])=[O:23]. (3) Given the reactants [CH3:1][C:2]1[S:3][CH:4]=[C:5]([C:7]2[S:11][C:10]([S:12](Cl)(=[O:14])=[O:13])=[CH:9][CH:8]=2)[N:6]=1.[NH2:16][C:17]1[CH:18]=[C:19]([CH:23]=[CH:24][CH:25]=1)[C:20]([OH:22])=[O:21], predict the reaction product. The product is: [CH3:1][C:2]1[S:3][CH:4]=[C:5]([C:7]2[S:11][C:10]([S:12]([NH:16][C:17]3[CH:18]=[C:19]([CH:23]=[CH:24][CH:25]=3)[C:20]([OH:22])=[O:21])(=[O:14])=[O:13])=[CH:9][CH:8]=2)[N:6]=1. (4) Given the reactants [CH3:1][O:2][CH2:3][CH2:4][CH2:5][N:6]1[C:11]2[CH:12]=[C:13]([CH2:16][O:17][CH:18]3[CH2:23][N:22]([S:24]([C:27]4[CH:32]=[CH:31][C:30]([CH3:33])=[CH:29][CH:28]=4)(=[O:26])=[O:25])[CH:21]([CH2:34][C:35]([CH3:38])([OH:37])[CH3:36])[CH2:20][CH2:19]3)[CH:14]=[CH:15][C:10]=2[O:9][CH2:8][CH2:7]1.[H-].[K+].[CH3:41][N:42]([CH3:46])[C:43](Cl)=[O:44], predict the reaction product. The product is: [CH3:41][N:42]([CH3:46])[C:43](=[O:44])[O:37][C:35]([CH3:38])([CH3:36])[CH2:34][CH:21]1[CH2:20][CH2:19][CH:18]([O:17][CH2:16][C:13]2[CH:14]=[CH:15][C:10]3[O:9][CH2:8][CH2:7][N:6]([CH2:5][CH2:4][CH2:3][O:2][CH3:1])[C:11]=3[CH:12]=2)[CH2:23][N:22]1[S:24]([C:27]1[CH:28]=[CH:29][C:30]([CH3:33])=[CH:31][CH:32]=1)(=[O:25])=[O:26].